This data is from Drug-target binding data from BindingDB using Ki measurements. The task is: Regression. Given a target protein amino acid sequence and a drug SMILES string, predict the binding affinity score between them. We predict pKi (pKi = -log10(Ki in M); higher means stronger inhibition). Dataset: bindingdb_ki. (1) The target protein sequence is GSHAKPFMLSTQREESNCTIIHTHIMDDWMDCAFTCGVDCQGQGKYPCLQVFVNLTHSGQKALLHYNEEAVQINSKCFYTPKCRRDGNDLLNSALNIKEFFDHKNRTPFSCFYSPDNQSEDVILIKKYDQMVIFHCLFWPSMTMLGGALIVGMVRLTQYLFLLCEKYSTALRDEVSGKVPYVARNQFKLWSVGRSKGRA. The pKi is 7.7. The small molecule is CCC(C)(C)N=C(NC#N)Nc1cccnc1. (2) The drug is O=C(N[C@@H](Cc1ccccc1)[C@H](O)CN(CCCc1ccccc1)S(=O)(=O)c1ccc2ncsc2c1)c1cccc(O)c1. The target protein sequence is PQITLWQRPIVTVKIGGQLREALLDTGADDTVLEDINLPGKWKPKMIGGIGGFIKVKQYEQVLIEICGKKVISTVLVGPTPVNVIGRNMMTQIGCTLNF. The pKi is 8.0. (3) The small molecule is Cc1ccc2c(c1)N(c1ccc(NC3=NCCN3)cc1)C(=O)N(Cc1ccccc1)N=C2C1CCCCC1. The target protein (Q03431) has sequence MGTARIAPGLALLLCCPVLSSAYALVDADDVMTKEEQIFLLHRAQAQCEKRLKEVLQRPASIMESDKGWTSASTSGKPRKDKASGKLYPESEEDKEAPTGSRYRGRPCLPEWDHILCWPLGAPGEVVAVPCPDYIYDFNHKGHAYRRCDRNGSWELVPGHNRTWANYSECVKFLTNETREREVFDRLGMIYTVGYSVSLASLTVAVLILAYFRRLHCTRNYIHMHLFLSFMLRAVSIFVKDAVLYSGATLDEAERLTEEELRAIAQAPPPPATAAAGYAGCRVAVTFFLYFLATNYYWILVEGLYLHSLIFMAFFSEKKYLWGFTVFGWGLPAVFVAVWVSVRATLANTGCWDLSSGNKKWIIQVPILASIVLNFILFINIVRVLATKLRETNAGRCDTRQQYRKLLKSTLVLMPLFGVHYIVFMATPYTEVSGTLWQVQMHYEMLFNSFQGFFVAIIYCFCNGEVQAEIKKSWSRWTLALDFKRKARSGSSSYSYGPMV.... The pKi is 7.2. (4) The compound is CCNC(=O)c1ccc(C(=C2CC3CCC(C2)N3Cc2ccoc2)c2ccc([N+](=O)[O-])cc2)cc1. The target protein (P42866) has sequence MDSSAGPGNISDCSDPLAPASCSPAPGSWLNLSHVDGNQSDPCGPNRTGLGGSHSLCPQTGSPSMVTAITIMALYSIVCVVGLFGNFLVMYVIVRYTKMKTATNIYIFNLALADALATSTLPFQSVNYLMGTWPFGNILCKIVISIDYYNMFTSIFTLCTMSVDRYIAVCHPVKALDFRTPRNAKIVNVCNWILSSAIGLPVMFMATTKYRQGSIDCTLTFSHPTWYWENLLKICVFIFAFIMPVLIITVCYGLMILRLKSVRMLSGSKEKDRNLRRITRMVLVVVAVFIVCWTPIHIYVIIKALITIPETTFQTVSWHFCIALGYTNSCLNPVLYAFLDENFKRCFREFCIPTSSTIEQQNSARIRQNTREHPSTANTVDRTNHQLENLEAETAPLP. The pKi is 8.8.